From a dataset of Full USPTO retrosynthesis dataset with 1.9M reactions from patents (1976-2016). Predict the reactants needed to synthesize the given product. (1) Given the product [N:20]1([C:18]2[CH:17]=[CH:16][N:15]=[C:14]([NH:13][C:11]3[S:12][C:8]([C:4]4[CH:3]=[C:2]([NH:36][CH2:35][CH2:34][NH2:37])[CH:7]=[N:6][CH:5]=4)=[CH:9][N:10]=3)[CH:19]=2)[CH2:25][CH2:24][O:23][CH2:22][CH2:21]1, predict the reactants needed to synthesize it. The reactants are: Br[C:2]1[CH:3]=[C:4]([C:8]2[S:12][C:11]([NH:13][C:14]3[CH:19]=[C:18]([N:20]4[CH2:25][CH2:24][O:23][CH2:22][CH2:21]4)[CH:17]=[CH:16][N:15]=3)=[N:10][CH:9]=2)[CH:5]=[N:6][CH:7]=1.[O-]P([O-])([O-])=O.[K+].[K+].[K+].[CH2:34]([NH2:37])[CH2:35][NH2:36]. (2) The reactants are: [CH:1]([O:4][C:5]1[CH:6]=[C:7]([N:14]2[CH2:19][CH2:18][N:17]([C:20](=[O:22])[CH3:21])[CH2:16][CH2:15]2)[CH:8]=[CH:9][C:10]=1[N+:11]([O-])=O)([CH3:3])[CH3:2]. Given the product [NH2:11][C:10]1[CH:9]=[CH:8][C:7]([N:14]2[CH2:19][CH2:18][N:17]([C:20](=[O:22])[CH3:21])[CH2:16][CH2:15]2)=[CH:6][C:5]=1[O:4][CH:1]([CH3:3])[CH3:2], predict the reactants needed to synthesize it. (3) Given the product [CH2:14]([C:4]1[C:5]([CH3:13])=[C:6]([O:11][CH3:12])[C:7]([CH3:10])=[C:8]([CH3:9])[C:3]=1[O:2][CH3:1])[CH2:15][CH:16]=[CH2:17], predict the reactants needed to synthesize it. The reactants are: [CH3:1][O:2][C:3]1[C:8]([CH3:9])=[C:7]([CH3:10])[C:6]([O:11][CH3:12])=[C:5]([CH3:13])[C:4]=1[CH:14](O)[CH2:15][CH:16]=[CH2:17].C(O)(C(F)(F)F)=O.[SiH](CC)(CC)CC. (4) Given the product [CH:14]1([C:11]2[CH:12]=[CH:13][C:8]([C:5]3[N:6]=[CH:7][C:2]([NH2:1])=[N:3][CH:4]=3)=[C:9]([F:19])[C:10]=2[O:18][CH2:21][C:22]2[C:27]([Cl:28])=[CH:26][CH:25]=[CH:24][C:23]=2[Cl:29])[CH2:15][CH2:16][CH2:17]1, predict the reactants needed to synthesize it. The reactants are: [NH2:1][C:2]1[N:3]=[CH:4][C:5]([C:8]2[C:9]([F:19])=[C:10]([OH:18])[C:11]([CH:14]3[CH2:17][CH2:16][CH2:15]3)=[CH:12][CH:13]=2)=[N:6][CH:7]=1.Br[CH2:21][C:22]1[C:27]([Cl:28])=[CH:26][CH:25]=[CH:24][C:23]=1[Cl:29]. (5) Given the product [O:4]1[C@H:5]2[C@H:6]([NH:7][CH2:8][CH2:9]2)[C@@H:2]([OH:1])[CH2:3]1, predict the reactants needed to synthesize it. The reactants are: [OH:1][C@@H:2]1[C@H:6]2[N:7](C(OCC3C4C=CC=CC=4C4C3=CC=CC=4)=O)[CH2:8][CH2:9][C@H:5]2[O:4][CH2:3]1.O[C@@H]1[C@H]2N(C(OC(C)(C)C)=O)CC[C@H]2OC1. (6) The reactants are: [C:1](Cl)(Cl)=[O:2].N1C2C(=CC=CC=2)C=CC=1.COC[O:18][C:19](=[O:33])[CH:20]([OH:32])[CH2:21][S:22]([CH2:25][C:26]1[CH:31]=[CH:30][CH:29]=[CH:28][CH:27]=1)(=[O:24])=[O:23].[NH:34]1[CH2:39][CH2:38][O:37][CH2:36][CH2:35]1. Given the product [C:19]([C@@H:20]([O:32][C:1]([N:34]1[CH2:39][CH2:38][O:37][CH2:36][CH2:35]1)=[O:2])[CH2:21][S:22]([CH2:25][C:26]1[CH:27]=[CH:28][CH:29]=[CH:30][CH:31]=1)(=[O:23])=[O:24])([OH:18])=[O:33], predict the reactants needed to synthesize it. (7) The reactants are: [CH3:1][O:2][C:3]1[CH:12]=[C:11]([CH3:13])[C:10]([C:14]2[CH:19]=[CH:18][N:17]=[N:16][CH:15]=2)=[CH:9][C:4]=1[C:5]([O:7][CH3:8])=[O:6].[C:20]1([CH3:33])[CH:25]=[C:24]([CH3:26])[CH:23]=[C:22]([CH3:27])[C:21]=1[S:28]([O:31][NH2:32])(=[O:30])=[O:29]. Given the product [CH3:27][C:22]1[CH:23]=[C:24]([CH3:26])[CH:25]=[C:20]([CH3:33])[C:21]=1[S:28]([O-:31])(=[O:30])=[O:29].[NH2:32][N+:17]1[CH:18]=[CH:19][C:14]([C:10]2[CH:9]=[C:4]([C:5]([O:7][CH3:8])=[O:6])[C:3]([O:2][CH3:1])=[CH:12][C:11]=2[CH3:13])=[CH:15][N:16]=1, predict the reactants needed to synthesize it.